This data is from Forward reaction prediction with 1.9M reactions from USPTO patents (1976-2016). The task is: Predict the product of the given reaction. (1) Given the reactants [F:1][C:2]1[CH:3]=[C:4]([O:15][C:16]2[C:21]3[CH2:22][C:23]([CH3:26])([CH3:25])[O:24][C:20]=3[CH:19]=[C:18]([C:27]([O:29]C)=[O:28])[CH:17]=2)[CH:5]=[N:6][C:7]=1[C:8]([N:10]1[CH2:13][CH:12]([F:14])[CH2:11]1)=[O:9].CO.[OH-].[Na+], predict the reaction product. The product is: [F:1][C:2]1[CH:3]=[C:4]([O:15][C:16]2[C:21]3[CH2:22][C:23]([CH3:26])([CH3:25])[O:24][C:20]=3[CH:19]=[C:18]([C:27]([OH:29])=[O:28])[CH:17]=2)[CH:5]=[N:6][C:7]=1[C:8]([N:10]1[CH2:11][CH:12]([F:14])[CH2:13]1)=[O:9]. (2) Given the reactants I.[CH2:2]([N:6]1[CH:10]=[C:9]([C:11]([CH3:14])([CH3:13])[CH3:12])[S:8][C:7]1=[NH:15])[CH2:3][CH2:4][CH3:5].[Cl:16][C:17]1[CH:18]=[CH:19][C:20]([F:26])=[C:21]([CH:25]=1)[C:22](O)=[O:23].CCN=C=NCCCN(C)C.C1C=CC2N(O)N=NC=2C=1, predict the reaction product. The product is: [C:11]([C:9]1[S:8]/[C:7](=[N:15]\[C:22](=[O:23])[C:21]2[CH:25]=[C:17]([Cl:16])[CH:18]=[CH:19][C:20]=2[F:26])/[N:6]([CH2:2][CH2:3][CH2:4][CH3:5])[CH:10]=1)([CH3:14])([CH3:13])[CH3:12]. (3) The product is: [CH2:1]([O:8][C:9]1[CH:17]=[CH:16][C:12]([CH2:13][OH:14])=[C:11]([F:18])[C:10]=1[F:19])[C:2]1[CH:3]=[CH:4][CH:5]=[CH:6][CH:7]=1. Given the reactants [CH2:1]([O:8][C:9]1[CH:17]=[CH:16][C:12]([C:13](O)=[O:14])=[C:11]([F:18])[C:10]=1[F:19])[C:2]1[CH:7]=[CH:6][CH:5]=[CH:4][CH:3]=1.COB(OC)OC, predict the reaction product. (4) Given the reactants [OH:1][CH2:2][C@H:3]([CH3:40])[O:4][CH2:5][C:6]1[CH:11]=[CH:10][C:9]([C:12]#[C:13][C:14]2[CH:39]=[CH:38][C:17]([C:18]([N:20]([CH3:37])[C@:21]([CH3:36])([C:26]([NH:28][O:29]C3CCCCO3)=[O:27])[C:22]([NH:24][CH3:25])=[O:23])=[O:19])=[CH:16][CH:15]=2)=[CH:8][CH:7]=1.O1CCOCC1.S(=O)(=O)(O)O.[Cl-].[Na+], predict the reaction product. The product is: [OH:29][NH:28][C:26](=[O:27])[C@:21]([N:20]([C:18](=[O:19])[C:17]1[CH:38]=[CH:39][C:14]([C:13]#[C:12][C:9]2[CH:10]=[CH:11][C:6]([CH2:5][O:4][C@@H:3]([CH3:40])[CH2:2][OH:1])=[CH:7][CH:8]=2)=[CH:15][CH:16]=1)[CH3:37])([CH3:36])[C:22]([NH:24][CH3:25])=[O:23]. (5) Given the reactants [CH3:1][O:2][C:3]1[CH:8]=[CH:7][C:6]([C:9]2[N:10]=[C:11]([C:22]3([OH:32])[CH2:31][CH2:30][C:25]4(OCC[O:26]4)[CH2:24][CH2:23]3)[O:12][C:13]=2[C:14]2[CH:19]=[CH:18][C:17]([O:20][CH3:21])=[CH:16][CH:15]=2)=[CH:5][CH:4]=1.[OH-].[Na+].C(=O)(O)[O-].[Na+], predict the reaction product. The product is: [CH3:1][O:2][C:3]1[CH:8]=[CH:7][C:6]([C:9]2[N:10]=[C:11]([C:22]3([OH:32])[CH2:31][CH2:30][C:25](=[O:26])[CH2:24][CH2:23]3)[O:12][C:13]=2[C:14]2[CH:15]=[CH:16][C:17]([O:20][CH3:21])=[CH:18][CH:19]=2)=[CH:5][CH:4]=1. (6) Given the reactants [CH3:1][C:2]1[N:3]([C:8]2[CH:17]=[C:11]3[C:12]([CH3:16])=[N:13][CH2:14][CH2:15][N:10]3[N:9]=2)[C:4]([CH3:7])=[CH:5][CH:6]=1.[BH4-].[Na+], predict the reaction product. The product is: [CH3:7][C:4]1[N:3]([C:8]2[CH:17]=[C:11]3[CH:12]([CH3:16])[NH:13][CH2:14][CH2:15][N:10]3[N:9]=2)[C:2]([CH3:1])=[CH:6][CH:5]=1. (7) Given the reactants [CH3:1][C:2]1[CH:7]=[CH:6][C:5]([CH:8]([C:10]2[N:14]=[C:13]([C@H:15]3[CH2:19][CH2:18][C@H:17]([NH:20][C:21]4[N:26]=[CH:25][N:24]=[C:23]5[NH:27][N:28]=[CH:29][C:22]=45)[CH2:16]3)[O:12][N:11]=2)O)=[CH:4][CH:3]=1.CCN(S(F)(F)[F:36])CC, predict the reaction product. The product is: [F:36][CH:8]([C:5]1[CH:4]=[CH:3][C:2]([CH3:1])=[CH:7][CH:6]=1)[C:10]1[N:14]=[C:13]([C@H:15]2[CH2:19][CH2:18][C@H:17]([NH:20][C:21]3[N:26]=[CH:25][N:24]=[C:23]4[NH:27][N:28]=[CH:29][C:22]=34)[CH2:16]2)[O:12][N:11]=1.